Dataset: hERG potassium channel inhibition data for cardiac toxicity prediction from Karim et al.. Task: Regression/Classification. Given a drug SMILES string, predict its toxicity properties. Task type varies by dataset: regression for continuous values (e.g., LD50, hERG inhibition percentage) or binary classification for toxic/non-toxic outcomes (e.g., AMES mutagenicity, cardiotoxicity, hepatotoxicity). Dataset: herg_karim. (1) The drug is CCO/N=C(\c1ccc(F)c(F)c1)c1ccc(CN2CCC3(CC2)OCc2cc(=O)n(C)cc23)cn1. The result is 0 (non-blocker). (2) The molecule is [O-][S@@+](c1ccccc1)c1ccc(C=Cc2ccc(F)cc2F)nc1. The result is 1 (blocker). (3) The drug is CCN(CC)CCSc1nc(-c2cc(OC)c(C#N)cc2Cl)c2c(C#N)c[nH]c2n1. The result is 1 (blocker).